This data is from Full USPTO retrosynthesis dataset with 1.9M reactions from patents (1976-2016). The task is: Predict the reactants needed to synthesize the given product. (1) Given the product [CH3:1][CH:2]([CH3:35])[CH2:3][CH:4]([CH2:12][CH2:13][C@H:14]1[CH2:19][CH2:18][CH2:17][C@@H:16]([O:20][CH2:21][C:22]2[N:23]=[C:24]([C:28]3[CH:29]=[CH:30][C:31]([CH3:34])=[CH:32][CH:33]=3)[O:25][C:26]=2[CH3:27])[CH2:15]1)[C:5]([OH:7])=[O:6], predict the reactants needed to synthesize it. The reactants are: [CH3:1][C:2](=[CH2:35])[CH2:3][CH:4]([CH2:12][CH2:13][C@H:14]1[CH2:19][CH2:18][CH2:17][C@@H:16]([O:20][CH2:21][C:22]2[N:23]=[C:24]([C:28]3[CH:33]=[CH:32][C:31]([CH3:34])=[CH:30][CH:29]=3)[O:25][C:26]=2[CH3:27])[CH2:15]1)[C:5]([O:7]C(C)(C)C)=[O:6]. (2) Given the product [C:31]([C:29]1[CH:28]=[CH:27][N:26]=[C:25]([NH:2][C:3]2[CH:4]=[C:5]([CH:21]=[CH:22][CH:23]=2)[CH2:6][NH:7][C:8]2[C:17]3[C:12](=[C:13]([C:18]([NH2:20])=[O:19])[CH:14]=[CH:15][CH:16]=3)[N:11]=[CH:10][N:9]=2)[CH:30]=1)#[N:32], predict the reactants needed to synthesize it. The reactants are: Cl.[NH2:2][C:3]1[CH:4]=[C:5]([CH:21]=[CH:22][CH:23]=1)[CH2:6][NH:7][C:8]1[C:17]2[C:12](=[C:13]([C:18]([NH2:20])=[O:19])[CH:14]=[CH:15][CH:16]=2)[N:11]=[CH:10][N:9]=1.Cl[C:25]1[CH:30]=[C:29]([C:31]#[N:32])[CH:28]=[CH:27][N:26]=1. (3) Given the product [OH:17][C:14]1[CH:13]=[CH:12][C:11]([C:8]2[O:9][C:10]3[C:2]([C:26]4[S:27][CH:28]=[CH:29][CH:30]=4)=[CH:3][C:4]([OH:19])=[CH:5][C:6]=3[N:7]=2)=[CH:16][CH:15]=1, predict the reactants needed to synthesize it. The reactants are: Br[C:2]1[C:10]2[O:9][C:8]([C:11]3[CH:16]=[CH:15][C:14]([O:17]C)=[CH:13][CH:12]=3)=[N:7][C:6]=2[CH:5]=[C:4]([O:19]C)[CH:3]=1.C([Sn](CCCC)(CCCC)[C:26]1[S:27][CH:28]=[CH:29][CH:30]=1)CCC. (4) Given the product [O:1]1[CH:5]=[CH:4][CH:3]=[C:2]1[CH2:6][N:7]1[C:15]2[C:10](=[CH:11][C:12]([O:16][CH3:17])=[CH:13][CH:14]=2)[C:9]([CH:18]2[CH2:23][CH2:22][N:21]([CH2:35][C:28]3[CH:29]=[C:30]([O:33][CH3:34])[CH:31]=[CH:32][C:27]=3[C:26]([OH:37])=[O:25])[CH2:20][CH2:19]2)=[CH:8]1, predict the reactants needed to synthesize it. The reactants are: [O:1]1[CH:5]=[CH:4][CH:3]=[C:2]1[CH2:6][N:7]1[C:15]2[C:10](=[CH:11][C:12]([O:16][CH3:17])=[CH:13][CH:14]=2)[C:9]([CH:18]2[CH2:23][CH2:22][NH:21][CH2:20][CH2:19]2)=[CH:8]1.C[O:25][C:26](=[O:37])[C:27]1[CH:32]=[CH:31][C:30]([O:33][CH3:34])=[CH:29][C:28]=1[CH2:35]Br. (5) Given the product [CH:71]1([C:68]2[CH:67]=[C:66]([NH:65][C:63]([NH:62][C:58]3[CH:59]=[CH:60][CH:61]=[C:56]([O:55][C:46]4[C:45]5[C:50](=[CH:51][C:52]([O:53][CH3:54])=[C:43]([O:42][CH3:41])[CH:44]=5)[N:49]=[CH:48][N:47]=4)[CH:57]=3)=[O:64])[O:70][N:69]=2)[CH2:73][CH2:72]1, predict the reactants needed to synthesize it. The reactants are: COC1C=C2C(=CC=1OC)N=CN=C2OC1C=C(C=CC=1)N.C1(C2C=C(NC(=O)OC3C=CC=CC=3)ON=2)CC1.[CH3:41][O:42][C:43]1[CH:44]=[C:45]2[C:50](=[CH:51][C:52]=1[O:53][CH3:54])[N:49]=[CH:48][N:47]=[C:46]2[O:55][C:56]1[CH:57]=[C:58]([NH:62][C:63]([NH:65][C:66]2[O:70][N:69]=[C:68]([CH:71]([CH3:73])[CH3:72])[CH:67]=2)=[O:64])[CH:59]=[CH:60][CH:61]=1. (6) The reactants are: [CH2:1]([O:8][C:9]([C:11]1[N:12]([CH:42]([CH3:44])[CH3:43])[C:13]([CH:30]=[CH:31][C@H:32]([OH:41])[CH2:33][C@@H:34]([OH:40])[CH2:35][C:36]([O:38][CH3:39])=[O:37])=[C:14]([C:23]2[CH:28]=[CH:27][C:26]([F:29])=[CH:25][CH:24]=2)[C:15]=1[C:16]1[CH:21]=[CH:20][C:19]([F:22])=[CH:18][CH:17]=1)=[O:10])[C:2]1[CH:7]=[CH:6][CH:5]=[CH:4][CH:3]=1.CO[C:47](OC)([CH3:49])[CH3:48]. Given the product [CH2:1]([O:8][C:9]([C:11]1[N:12]([CH:42]([CH3:44])[CH3:43])[C:13]([CH:30]=[CH:31][C@H:32]2[CH2:33][C@H:34]([CH2:35][C:36]([O:38][CH3:39])=[O:37])[O:40][C:47]([CH3:49])([CH3:48])[O:41]2)=[C:14]([C:23]2[CH:28]=[CH:27][C:26]([F:29])=[CH:25][CH:24]=2)[C:15]=1[C:16]1[CH:17]=[CH:18][C:19]([F:22])=[CH:20][CH:21]=1)=[O:10])[C:2]1[CH:7]=[CH:6][CH:5]=[CH:4][CH:3]=1, predict the reactants needed to synthesize it. (7) Given the product [N:18]1([C:22]([C:24]2[N:25]=[CH:26][C:27]([O:1][C:2]3[CH:3]=[C:4]([CH:9]=[C:10]([O:12][C@H:13]4[CH2:17][CH2:16][O:15][CH2:14]4)[CH:11]=3)[C:5]([OH:7])=[O:6])=[CH:28][CH:29]=2)=[O:23])[CH2:21][CH2:20][CH2:19]1, predict the reactants needed to synthesize it. The reactants are: [OH:1][C:2]1[CH:3]=[C:4]([CH:9]=[C:10]([O:12][C@H:13]2[CH2:17][CH2:16][O:15][CH2:14]2)[CH:11]=1)[C:5]([O:7]C)=[O:6].[N:18]1([C:22]([C:24]2[CH:29]=[CH:28][C:27](Br)=[CH:26][N:25]=2)=[O:23])[CH2:21][CH2:20][CH2:19]1.CC(C)(C(=O)CC(=O)C(C)(C)C)C.C(=O)([O-])[O-].[Cs+].[Cs+].